This data is from Catalyst prediction with 721,799 reactions and 888 catalyst types from USPTO. The task is: Predict which catalyst facilitates the given reaction. (1) Reactant: O=[C:2]1[CH2:7][CH2:6][CH2:5][N:4]([C:8]([O:10][C:11]([CH3:14])([CH3:13])[CH3:12])=[O:9])[CH2:3]1.C(O)(=O)/C=C\C(O)=O.[NH2:23][C:24]1[CH:25]=[C:26]2[C:30](=[CH:31][CH:32]=1)[N:29]([C:33](=[O:38])[C:34]([CH3:37])([CH3:36])[CH3:35])[N:28]=[CH:27]2.C(O[BH-](OC(=O)C)OC(=O)C)(=O)C.[Na+]. Product: [C:33]([N:29]1[C:30]2[C:26](=[CH:25][C:24]([NH:23][CH:2]3[CH2:7][CH2:6][CH2:5][N:4]([C:8]([O:10][C:11]([CH3:14])([CH3:13])[CH3:12])=[O:9])[CH2:3]3)=[CH:32][CH:31]=2)[CH:27]=[N:28]1)(=[O:38])[C:34]([CH3:37])([CH3:36])[CH3:35]. The catalyst class is: 26. (2) Reactant: [CH2:1]([O:3][C:4]([C:6]1[N:11]2[C:12]([N+:15]([O-])=O)=[CH:13][N:14]=[C:10]2[CH:9]=[CH:8][CH:7]=1)=[O:5])[CH3:2]. Product: [NH2:15][C:12]1[N:11]2[C:6]([C:4]([O:3][CH2:1][CH3:2])=[O:5])=[CH:7][CH:8]=[CH:9][C:10]2=[N:14][CH:13]=1. The catalyst class is: 29. (3) Reactant: [Cl:1][C:2]1[CH:7]=[CH:6][C:5]([NH:8][C:9]2[S:10][CH:11]=[CH:12][N:13]=2)=[CH:4][C:3]=1[OH:14].[CH2:15](O)[CH2:16][CH2:17][CH2:18][CH2:19][CH3:20].[CH:22]1C=CC(P(C2C=CC=CC=2)C2C=CC=CC=2)=CC=1.CCOC(/N=N/C(OCC)=O)=O. Product: [Cl:1][C:2]1[CH:7]=[CH:6][C:5]([NH:8][C:9]2[S:10][CH:11]=[CH:12][N:13]=2)=[CH:4][C:3]=1[O:14][CH2:20][CH2:19][CH2:18][CH2:17][CH2:16][CH2:15][CH3:22]. The catalyst class is: 1.